The task is: Predict the reaction yield, written as a fraction of the theoretical maximum amount of product (1.0 means a 100% yield; for example, 0.34 means a 34% yield).. This data is from Reaction yield outcomes from USPTO patents with 853,638 reactions. (1) The reactants are Br[C:2]1[C:3](=[O:27])[C:4]([O:19][CH2:20][C:21]2[CH:26]=[CH:25][CH:24]=[CH:23][CH:22]=2)=[C:5]2[C:10](=[O:11])[N:9]3[CH2:12][C@H:13]4[CH2:17][CH2:16][CH2:15][N:14]4[C@@H:8]3[CH2:7][N:6]2[CH:18]=1.[F:28][C:29]1[CH:36]=[C:35]([F:37])[CH:34]=[CH:33]C=1CN.CC[N:40]([CH:44]([CH3:46])C)[CH:41](C)C.CS(C)=[O:49]. The catalyst is C1C=CC(P(C2C=CC=CC=2)[C-]2C=CC=C2)=CC=1.C1C=CC(P(C2C=CC=CC=2)[C-]2C=CC=C2)=CC=1.[Fe+2]. The product is [F:28][C:29]1[CH:36]=[C:35]([F:37])[CH:34]=[CH:33][C:46]=1[CH2:44][NH:40][C:41]([C:2]1[C:3](=[O:27])[C:4]([O:19][CH2:20][C:21]2[CH:26]=[CH:25][CH:24]=[CH:23][CH:22]=2)=[C:5]2[C:10](=[O:11])[N:9]3[CH2:12][C@H:13]4[CH2:17][CH2:16][CH2:15][N:14]4[C@@H:8]3[CH2:7][N:6]2[CH:18]=1)=[O:49]. The yield is 0.560. (2) The reactants are [CH2:1]([O:3][C:4](=[O:20])[CH2:5][S:6][C:7]1[CH:12]=[CH:11][C:10]([O:13][CH2:14][CH2:15][C@@H:16]([OH:18])[CH3:17])=[CH:9][C:8]=1[CH3:19])[CH3:2].CCN(CC)CC.[CH3:28][S:29](Cl)(=[O:31])=[O:30]. The catalyst is C(Cl)Cl. The product is [CH2:1]([O:3][C:4](=[O:20])[CH2:5][S:6][C:7]1[CH:12]=[CH:11][C:10]([O:13][CH2:14][CH2:15][C@@H:16]([O:18][S:29]([CH3:28])(=[O:31])=[O:30])[CH3:17])=[CH:9][C:8]=1[CH3:19])[CH3:2]. The yield is 1.00. (3) The reactants are [N:1]1([CH2:8][C:9]2[N:14]=[C:13]([C:15]([NH:17][C:18]3[CH:23]=[CH:22][C:21]([N:24]4[CH2:29][CH2:28][CH2:27][CH2:26][CH2:25]4)=[CH:20][C:19]=3[C:30]3[CH:35]=[C:34]([C:36](=[O:49])[NH:37][CH2:38][C:39]4[CH:44]=[CH:43][CH:42]=[C:41]([C:45]([F:48])([F:47])[F:46])[CH:40]=4)[CH:33]=[CH:32][N:31]=3)=[O:16])[CH:12]=[CH:11][CH:10]=2)[CH2:7][CH2:6][CH2:5][NH:4][CH2:3][CH2:2]1.C(N(CC)CC)C.[C:57](Cl)(=[O:59])[CH3:58]. The catalyst is ClCCl. The product is [C:57]([N:4]1[CH2:5][CH2:6][CH2:7][N:1]([CH2:8][C:9]2[N:14]=[C:13]([C:15]([NH:17][C:18]3[CH:23]=[CH:22][C:21]([N:24]4[CH2:25][CH2:26][CH2:27][CH2:28][CH2:29]4)=[CH:20][C:19]=3[C:30]3[CH:35]=[C:34]([C:36](=[O:49])[NH:37][CH2:38][C:39]4[CH:44]=[CH:43][CH:42]=[C:41]([C:45]([F:47])([F:46])[F:48])[CH:40]=4)[CH:33]=[CH:32][N:31]=3)=[O:16])[CH:12]=[CH:11][CH:10]=2)[CH2:2][CH2:3]1)(=[O:59])[CH3:58]. The yield is 0.870. (4) The reactants are C([O:3][C:4]([C:6]1[S:10][C:9]([C:11]2[CH:12]=[N:13][CH:14]=[CH:15][CH:16]=2)=[N:8][C:7]=1[C:17]([F:20])([F:19])[F:18])=[O:5])C.[OH-].[Na+].Cl.O. The catalyst is CO. The product is [N:13]1[CH:14]=[CH:15][CH:16]=[C:11]([C:9]2[S:10][C:6]([C:4]([OH:5])=[O:3])=[C:7]([C:17]([F:19])([F:20])[F:18])[N:8]=2)[CH:12]=1. The yield is 0.580.